Predict which catalyst facilitates the given reaction. From a dataset of Catalyst prediction with 721,799 reactions and 888 catalyst types from USPTO. (1) Reactant: [NH2:1][C:2]1[C:15]2[C:6](=[CH:7][C:8]3[C:9]4[C:14]=2[C:13](=[O:16])[N:12]([CH2:17][CH2:18][N:19]([CH3:21])[CH3:20])[C:11](=[O:22])[C:10]=4[CH:23]=[CH:24][CH:25]=3)[CH:5]=[CH:4][CH:3]=1.[F:26][C:27]([F:38])([F:37])[C:28]1[CH:33]=[CH:32][C:31]([N:34]=[C:35]=[S:36])=[CH:30][CH:29]=1. Product: [CH3:21][N:19]([CH3:20])[CH2:18][CH2:17][N:12]1[C:11](=[O:22])[C:10]2[CH:23]=[CH:24][CH:25]=[C:8]3[C:9]=2[C:14](=[C:15]2[C:2]([NH:1][C:35]([NH:34][C:31]4[CH:30]=[CH:29][C:28]([C:27]([F:26])([F:37])[F:38])=[CH:33][CH:32]=4)=[S:36])=[CH:3][CH:4]=[CH:5][C:6]2=[CH:7]3)[C:13]1=[O:16]. The catalyst class is: 10. (2) Reactant: [CH3:1][C:2]1[CH:10]=[C:6]([C:7]([OH:9])=O)[C:5]([OH:11])=[CH:4][CH:3]=1.[CH3:12][O:13][C:14]1[CH:15]=[C:16]2[C:21](=[CH:22][C:23]=1[O:24][CH3:25])[CH2:20][N:19]([CH2:26][CH2:27][CH2:28][CH2:29][NH2:30])[CH2:18][CH2:17]2.C1(N=C=NC2CCCCC2)CCCCC1.O.ON1C2C=CC=CC=2N=N1. Product: [CH3:12][O:13][C:14]1[CH:15]=[C:16]2[C:21](=[CH:22][C:23]=1[O:24][CH3:25])[CH2:20][N:19]([CH2:26][CH2:27][CH2:28][CH2:29][NH:30][C:7](=[O:9])[C:6]1[CH:10]=[C:2]([CH3:1])[CH:3]=[CH:4][C:5]=1[OH:11])[CH2:18][CH2:17]2. The catalyst class is: 4. (3) Reactant: [C:1]([O:5][C:6]([N:8]1[CH2:12][CH2:11][C:10]([C:13]2[CH:18]=[CH:17][C:16]([N+:19]([O-])=O)=[CH:15][CH:14]=2)=[N:9]1)=[O:7])([CH3:4])([CH3:3])[CH3:2]. Product: [C:1]([O:5][C:6]([N:8]1[CH2:12][CH2:11][C:10]([C:13]2[CH:14]=[CH:15][C:16]([NH2:19])=[CH:17][CH:18]=2)=[N:9]1)=[O:7])([CH3:4])([CH3:2])[CH3:3].[NH2:19][C:16]1[CH:17]=[CH:18][CH:13]=[CH:14][CH:15]=1. The catalyst class is: 19. (4) Reactant: Cl[C:2]1[C:11]2[C:6](=[CH:7][C:8]([O:14][CH3:15])=[C:9]([O:12][CH3:13])[CH:10]=2)[N:5]=[CH:4][N:3]=1.[NH2:16][C:17]1[S:18][C:19]2[CH:25]=[C:24]([NH:26][C:27]([NH:29][C:30]3[CH:35]=[CH:34][C:33]([Cl:36])=[C:32]([C:37]([F:40])([F:39])[F:38])[CH:31]=3)=[O:28])[CH:23]=[CH:22][C:20]=2[N:21]=1.O1CCOCC1. Product: [Cl:36][C:33]1[CH:34]=[CH:35][C:30]([NH:29][C:27]([NH:26][C:24]2[CH:23]=[CH:22][C:20]3[N:21]=[C:17]([NH:16][C:2]4[C:11]5[C:6](=[CH:7][C:8]([O:14][CH3:15])=[C:9]([O:12][CH3:13])[CH:10]=5)[N:5]=[CH:4][N:3]=4)[S:18][C:19]=3[CH:25]=2)=[O:28])=[CH:31][C:32]=1[C:37]([F:39])([F:38])[F:40]. The catalyst class is: 9. (5) Reactant: [C:1]([O:5][C@@H:6]([C:12]1[C:35]([CH3:36])=[CH:34][C:15]2[N:16]=[C:17]([C:19]3[CH:24]=[CH:23][N:22]=[C:21]([N:25]4[CH2:30][CH2:29][N:28]([CH:31]([CH3:33])[CH3:32])[CH2:27][CH2:26]4)[CH:20]=3)[S:18][C:14]=2[C:13]=1[C:37]1[CH:42]=[CH:41][C:40]([Cl:43])=[CH:39][CH:38]=1)[C:7]([O:9]CC)=[O:8])([CH3:4])([CH3:3])[CH3:2].[OH-].[Na+].C1COCC1.CN(C=O)C. Product: [C:1]([O:5][C@@H:6]([C:12]1[C:35]([CH3:36])=[CH:34][C:15]2[N:16]=[C:17]([C:19]3[CH:24]=[CH:23][N:22]=[C:21]([N:25]4[CH2:30][CH2:29][N:28]([CH:31]([CH3:32])[CH3:33])[CH2:27][CH2:26]4)[CH:20]=3)[S:18][C:14]=2[C:13]=1[C:37]1[CH:42]=[CH:41][C:40]([Cl:43])=[CH:39][CH:38]=1)[C:7]([OH:9])=[O:8])([CH3:3])([CH3:4])[CH3:2]. The catalyst class is: 130. (6) Reactant: [Cl:1][C:2]1[CH:3]=[C:4]([C:9]2([C:13](=[O:21])[CH2:14][N:15]3[CH2:20][CH2:19][CH2:18][CH2:17][CH2:16]3)[CH2:12][CH2:11][CH2:10]2)[CH:5]=[CH:6][C:7]=1[Cl:8].[BH4-].[Na+]. Product: [Cl:1][C:2]1[CH:3]=[C:4]([C:9]2([CH:13]([OH:21])[CH2:14][N:15]3[CH2:16][CH2:17][CH2:18][CH2:19][CH2:20]3)[CH2:10][CH2:11][CH2:12]2)[CH:5]=[CH:6][C:7]=1[Cl:8]. The catalyst class is: 5. (7) Reactant: [Br:1][CH2:2][C:3]1[CH:4]=[C:5]([C:9]2[O:13][C:12]([C:14]3[C:15]([N:30](C(OC(C)(C)C)=O)C(=O)OC(C)(C)C)=[N:16][CH:17]=[C:18]([C:20]4[CH:25]=[CH:24][C:23](=[O:26])[N:22]([CH:27]([CH3:29])[CH3:28])[CH:21]=4)[N:19]=3)=[N:11][N:10]=2)[CH:6]=[CH:7][CH:8]=1.Cl. Product: [NH2:30][C:15]1[N:16]=[CH:17][C:18]([C:20]2[CH:25]=[CH:24][C:23](=[O:26])[N:22]([CH:27]([CH3:28])[CH3:29])[CH:21]=2)=[N:19][C:14]=1[C:12]1[O:13][C:9]([C:5]2[CH:6]=[CH:7][CH:8]=[C:3]([CH2:2][Br:1])[CH:4]=2)=[N:10][N:11]=1. The catalyst class is: 4.